Dataset: Full USPTO retrosynthesis dataset with 1.9M reactions from patents (1976-2016). Task: Predict the reactants needed to synthesize the given product. Given the product [C:2]1([CH:1]([CH:9]2[CH2:14][CH2:13][NH:12][CH2:11][CH2:10]2)[OH:8])[CH:3]=[CH:4][CH:5]=[CH:6][CH:7]=1, predict the reactants needed to synthesize it. The reactants are: [C:1]([C:9]1[CH:14]=[CH:13][N:12]=[CH:11][CH:10]=1)(=[O:8])[C:2]1[CH:7]=[CH:6][CH:5]=[CH:4][CH:3]=1.